Task: Predict the reactants needed to synthesize the given product.. Dataset: Full USPTO retrosynthesis dataset with 1.9M reactions from patents (1976-2016) (1) Given the product [Br:10][C:11]1[CH:18]=[CH:17][C:14](/[CH:15]=[CH:2]/[C:1]([C:4]2[CH:9]=[CH:8][CH:7]=[CH:6][CH:5]=2)=[O:3])=[CH:13][CH:12]=1, predict the reactants needed to synthesize it. The reactants are: [C:1]([C:4]1[CH:9]=[CH:8][CH:7]=[CH:6][CH:5]=1)(=[O:3])[CH3:2].[Br:10][C:11]1[CH:18]=[CH:17][C:14]([CH:15]=O)=[CH:13][CH:12]=1.[OH-].[K+]. (2) Given the product [N:5]1[C:4]2[NH:8][CH:9]=[CH:10][C:3]=2[CH:2]=[N:7][CH:6]=1, predict the reactants needed to synthesize it. The reactants are: Cl[C:2]1[C:3]2[CH:10]=[CH:9][NH:8][C:4]=2[N:5]=[CH:6][N:7]=1.ClC1N=CC2C=CNC=2N=1.C([Si](Cl)(C(C)C)C(C)C)(C)C.[H-].[Na+]. (3) The reactants are: C(OC[N:10]1[C:14]([C:15]2[CH:20]=[CH:19][N:18]=[C:17]([C:21]#[N:22])[CH:16]=2)=[N:13][C:12]([C:23]2[CH:28]=[CH:27][N:26]=[C:25]([Cl:29])[CH:24]=2)=[N:11]1)C1C=CC=CC=1.C1(C)C=CC=CC=1.O.C1(C)C=CC(S(O)(=O)=O)=CC=1. Given the product [C:21]([C:17]1[CH:16]=[C:15]([C:14]2[NH:10][N:11]=[C:12]([C:23]3[CH:28]=[CH:27][N:26]=[C:25]([Cl:29])[CH:24]=3)[N:13]=2)[CH:20]=[CH:19][N:18]=1)#[N:22], predict the reactants needed to synthesize it. (4) Given the product [Cl:29][C:30]1[CH:35]=[C:34]([C:36]2[N:40]3[CH:41]=[C:42]([NH:45][CH:23]4[CH2:22][CH2:27][CH2:26][CH:25]([OH:28])[CH2:24]4)[CH:43]=[CH:44][C:39]3=[N:38][CH:37]=2)[CH:33]=[C:32]([C:57]2[CH:58]=[CH:53][O:59][CH:56]=2)[N:31]=1, predict the reactants needed to synthesize it. The reactants are: O1C=CC(C2C=C(C3N4C=C(N[CH:22]5[CH2:27][CH2:26][CH:25]([OH:28])[CH2:24][CH2:23]5)C=CC4=NC=3)C=CN=2)=C1.[Cl:29][C:30]1[CH:35]=[C:34]([C:36]2[N:40]3[CH:41]=[C:42]([NH:45]C4CCC(O)CC4)[CH:43]=[CH:44][C:39]3=[N:38][CH:37]=2)[CH:33]=[CH:32][N:31]=1.[CH:53]1([OH:59])[CH2:58][CH2:57][CH2:56]CC1.